The task is: Predict the reaction yield, written as a fraction of the theoretical maximum amount of product (1.0 means a 100% yield; for example, 0.34 means a 34% yield).. This data is from Reaction yield outcomes from USPTO patents with 853,638 reactions. (1) The reactants are [F:1][C:2]1[C:3]([N:9]=[CH:10][N:11]([CH3:13])[CH3:12])=[N:4][C:5]([OH:8])=[N:6][CH:7]=1.C(=O)([O-])[O-].[Cs+].[Cs+].[C:20]([O:26][CH2:27]Cl)(=[O:25])[C:21]([CH3:24])([CH3:23])[CH3:22].C(OCC)C. The catalyst is CN(C=O)C. The product is [CH3:12][N:11]([CH:10]=[N:9][C:3]1[C:2]([F:1])=[CH:7][N:6]=[C:5]([O:8][CH2:27][O:26][C:20](=[O:25])[C:21]([CH3:24])([CH3:23])[CH3:22])[N:4]=1)[CH3:13]. The yield is 0.0900. (2) The reactants are [NH2:1][C:2]1[CH:3]=[N:4][N:5]([CH3:22])[C:6]=1[N:7]1[CH2:12][CH2:11][CH2:10][C@H:9]([CH2:13][NH:14]C(=O)OC(C)(C)C)[CH2:8]1.[NH2:23][C:24]1[C:25]([C:31]([OH:33])=O)=[N:26][C:27](Br)=[CH:28][CH:29]=1.[F:34][C:35]1[CH:40]=[CH:39][CH:38]=[CH:37][C:36]=1B(O)O. No catalyst specified. The product is [NH2:23][C:24]1[C:25]([C:31]([NH:1][C:2]2[CH:3]=[N:4][N:5]([CH3:22])[C:6]=2[N:7]2[CH2:12][CH2:11][CH2:10][C@@H:9]([CH2:13][NH2:14])[CH2:8]2)=[O:33])=[N:26][C:27]([C:36]2[CH:37]=[CH:38][CH:39]=[CH:40][C:35]=2[F:34])=[CH:28][CH:29]=1. The yield is 0.150. (3) The reactants are [F:1][C:2]1[CH:3]=[C:4]([C:11]([O:13][CH3:14])=[O:12])[C:5]2[CH:6]=[N:7][NH:8][C:9]=2[CH:10]=1.[H-].[Na+].I[CH3:18].O. The catalyst is CN(C)C=O. The product is [F:1][C:2]1[CH:3]=[C:4]([C:11]([O:13][CH3:14])=[O:12])[C:5]2[CH:6]=[N:7][N:8]([CH3:18])[C:9]=2[CH:10]=1. The yield is 0.480.